The task is: Predict the product of the given reaction.. This data is from Forward reaction prediction with 1.9M reactions from USPTO patents (1976-2016). (1) Given the reactants Cl[C:2]1[CH:7]=[C:6]([C:8]#[N:9])[CH:5]=[CH:4][N:3]=1.[O-:10][CH2:11][CH3:12].[K+], predict the reaction product. The product is: [CH2:11]([O:10][C:2]1[CH:7]=[C:6]([C:8]#[N:9])[CH:5]=[CH:4][N:3]=1)[CH3:12]. (2) Given the reactants BrN1C(=O)CCC1=O.[Cl:9][C:10]1[N:18]=[C:17]2[C:13]([N:14]=[CH:15][N:16]2[CH2:19][O:20][CH2:21][CH2:22][Si:23]([CH3:26])([CH3:25])[CH3:24])=[C:12](/[CH:27]=[CH:28]/OCC)[N:11]=1.O1CCOCC1.[NH2:38][C:39]1[C:44]([CH3:45])=[CH:43][CH:42]=[CH:41][N:40]=1, predict the reaction product. The product is: [Cl:9][C:10]1[N:18]=[C:17]2[C:13]([N:14]=[CH:15][N:16]2[CH2:19][O:20][CH2:21][CH2:22][Si:23]([CH3:24])([CH3:25])[CH3:26])=[C:12]([C:27]2[N:40]3[CH:41]=[CH:42][CH:43]=[C:44]([CH3:45])[C:39]3=[N:38][CH:28]=2)[N:11]=1. (3) Given the reactants [NH2:1][C:2]1[CH:7]=[CH:6][C:5]([C:8]2([C:14]#[N:15])[CH2:13][CH2:12][CH2:11][CH2:10][CH2:9]2)=[CH:4][CH:3]=1.[CH3:16][O:17][C:18]1[CH:19]=[C:20]([CH:24]=[CH:25][C:26]=1[O:27][CH3:28])[C:21](Cl)=[O:22].C(N(CC)CC)C, predict the reaction product. The product is: [C:14]([C:8]1([C:5]2[CH:4]=[CH:3][C:2]([NH:1][C:21](=[O:22])[C:20]3[CH:24]=[CH:25][C:26]([O:27][CH3:28])=[C:18]([O:17][CH3:16])[CH:19]=3)=[CH:7][CH:6]=2)[CH2:13][CH2:12][CH2:11][CH2:10][CH2:9]1)#[N:15]. (4) Given the reactants [C:1]1([CH3:14])[CH:6]=[CH:5][CH:4]=[C:3]([C:7]2([C:10]([F:13])([F:12])[F:11])[NH:9][NH:8]2)[CH:2]=1.C(N(CC)CC)C.ClOC(C)(C)C.S([O-])([O-])=O.[Na+].[Na+], predict the reaction product. The product is: [C:1]1([CH3:14])[CH:6]=[CH:5][CH:4]=[C:3]([C:7]2([C:10]([F:11])([F:13])[F:12])[N:9]=[N:8]2)[CH:2]=1. (5) Given the reactants [N:1]1[CH:6]=[CH:5][C:4]([C:7]2[C:8]([C:16]3[CH:17]=[C:18]([NH2:22])[CH:19]=[CH:20][CH:21]=3)=[N:9][N:10]3[CH2:15][CH2:14][CH2:13][S:12][C:11]=23)=[CH:3][CH:2]=1.[F:23][C:24]1[CH:25]=[C:26]([S:30](Cl)(=[O:32])=[O:31])[CH:27]=[CH:28][CH:29]=1.CN1CCOCC1, predict the reaction product. The product is: [F:23][C:24]1[CH:25]=[C:26]([S:30]([NH:22][C:18]2[CH:19]=[CH:20][CH:21]=[C:16]([C:8]3[C:7]([C:4]4[CH:5]=[CH:6][N:1]=[CH:2][CH:3]=4)=[C:11]4[S:12][CH2:13][CH2:14][CH2:15][N:10]4[N:9]=3)[CH:17]=2)(=[O:32])=[O:31])[CH:27]=[CH:28][CH:29]=1. (6) Given the reactants Br[C:2]1(Br)[CH2:10][C:9]([CH3:12])([CH3:11])[C:8]2[NH:7][N:6]=[CH:5][C:4]=2[C:3]1=O.[N:15]1[CH:20]=[CH:19][CH:18]=[N:17][C:16]=1[NH:21][C:22]([NH2:24])=[S:23], predict the reaction product. The product is: [CH3:11][C:9]1([CH3:12])[C:8]2[NH:7][N:6]=[CH:5][C:4]=2[C:3]2[N:24]=[C:22]([NH:21][C:16]3[N:17]=[CH:18][CH:19]=[CH:20][N:15]=3)[S:23][C:2]=2[CH2:10]1. (7) Given the reactants [C:1]1([OH:11])[C:10]2[C:5](=[CH:6][CH:7]=[CH:8][CH:9]=2)[CH:4]=[CH:3][CH:2]=1.[Br:12][CH:13](C)[CH:14](Br)C.[C:18](#N)[CH3:19], predict the reaction product. The product is: [Br:12][CH2:13][CH2:14][CH2:18][CH2:19][O:11][C:1]1[C:10]2[C:5](=[CH:6][CH:7]=[CH:8][CH:9]=2)[CH:4]=[CH:3][CH:2]=1. (8) The product is: [CH2:1]([C:5]12[CH2:17][CH2:16][C:15](=[O:18])[C:14]([C:19]3[CH:20]=[CH:21][C:22](/[CH:25]=[CH:26]/[C:27]([OH:29])=[O:28])=[CH:23][CH:24]=3)=[C:13]1[C:12]1[C:7](=[CH:8][C:9]([OH:31])=[CH:10][CH:11]=1)[CH2:6]2)[CH2:2][CH2:3][CH3:4]. Given the reactants [CH2:1]([C:5]12[CH2:17][CH2:16][C:15](=[O:18])[C:14]([C:19]3[CH:24]=[CH:23][C:22](/[CH:25]=[CH:26]/[C:27]([O:29]C)=[O:28])=[CH:21][CH:20]=3)=[C:13]1[C:12]1[C:7](=[CH:8][C:9]([O:31]C)=[CH:10][CH:11]=1)[CH2:6]2)[CH2:2][CH2:3][CH3:4].Cl.N1C=CC=CC=1, predict the reaction product. (9) Given the reactants Cl.[NH2:2][C@@H:3]1[CH2:8][CH2:7][C@H:6]([NH:9][C:10]([C:12]2[C:16]3=[N:17][CH:18]=[CH:19][C:20]([C:21]4[C:29]5[O:28][CH2:27][O:26][C:25]=5[CH:24]=[CH:23][C:22]=4[O:30][CH2:31][CH:32]4[CH2:34][CH2:33]4)=[C:15]3[NH:14][C:13]=2[CH3:35])=[O:11])[CH2:5][CH2:4]1.[CH3:36][O:37][CH2:38][C:39](Cl)=[O:40], predict the reaction product. The product is: [CH:32]1([CH2:31][O:30][C:22]2[CH:23]=[CH:24][C:25]3[O:26][CH2:27][O:28][C:29]=3[C:21]=2[C:20]2[CH:19]=[CH:18][N:17]=[C:16]3[C:12]([C:10]([NH:9][C@H:6]4[CH2:7][CH2:8][C@@H:3]([NH:2][C:39](=[O:40])[CH2:38][O:37][CH3:36])[CH2:4][CH2:5]4)=[O:11])=[C:13]([CH3:35])[NH:14][C:15]=23)[CH2:33][CH2:34]1.